This data is from Catalyst prediction with 721,799 reactions and 888 catalyst types from USPTO. The task is: Predict which catalyst facilitates the given reaction. Reactant: Cl[C:2]1[CH:3]=[CH:4][C:5]2[N:6]([C:8]([CH:11]([C:13]3[C:14]([F:24])=[C:15]4[C:20](=[CH:21][C:22]=3[F:23])[N:19]=[CH:18][CH:17]=[CH:16]4)[CH3:12])=[N:9][N:10]=2)[N:7]=1.C([Sn](CCCC)(CCCC)[C:30]([O:32][CH2:33][CH3:34])=[CH2:31])CCC. Product: [CH2:33]([O:32][C:30]([C:2]1[CH:3]=[CH:4][C:5]2[N:6]([C:8]([CH:11]([C:13]3[C:14]([F:24])=[C:15]4[C:20](=[CH:21][C:22]=3[F:23])[N:19]=[CH:18][CH:17]=[CH:16]4)[CH3:12])=[N:9][N:10]=2)[N:7]=1)=[CH2:31])[CH3:34]. The catalyst class is: 184.